From a dataset of Full USPTO retrosynthesis dataset with 1.9M reactions from patents (1976-2016). Predict the reactants needed to synthesize the given product. (1) Given the product [C:28]([Si:15]([C:22]1[CH:27]=[CH:26][CH:25]=[CH:24][CH:23]=1)([C:16]1[CH:21]=[CH:20][CH:19]=[CH:18][CH:17]=1)[O:14][CH:11]1[CH2:10][CH2:9][N:8]([CH:4]2[CH2:5][CH2:6][NH:7][C:3]2=[O:2])[CH2:13][CH2:12]1)([CH3:30])([CH3:31])[CH3:29], predict the reactants needed to synthesize it. The reactants are: C[O:2][C:3](=O)[CH:4]([N:8]1[CH2:13][CH2:12][CH:11]([O:14][Si:15]([C:28]([CH3:31])([CH3:30])[CH3:29])([C:22]2[CH:27]=[CH:26][CH:25]=[CH:24][CH:23]=2)[C:16]2[CH:21]=[CH:20][CH:19]=[CH:18][CH:17]=2)[CH2:10][CH2:9]1)[CH2:5][C:6]#[N:7].[BH4-].[Na+].[OH-].[NH4+]. (2) Given the product [CH3:26][C:25]([O:24][C@H:23]([CH3:29])[C@@H:22]([C:30]([O:32][CH3:33])=[O:31])[NH:21][C:19]([C:18]1[CH:17]=[CH:16][C:15]([C:34]2[CH:39]=[CH:38][C:37]([F:40])=[C:36]([F:41])[CH:35]=2)=[CH:14][C:13]=1[NH:12][C:10]([NH:9][C:5]1[C:6]([CH3:8])=[CH:7][C:2]([CH2:45][CH:44]=[CH2:43])=[CH:3][C:4]=1[CH3:42])=[O:11])=[O:20])([CH3:28])[CH3:27], predict the reactants needed to synthesize it. The reactants are: Br[C:2]1[CH:7]=[C:6]([CH3:8])[C:5]([NH:9][C:10]([NH:12][C:13]2[CH:14]=[C:15]([C:34]3[CH:39]=[CH:38][C:37]([F:40])=[C:36]([F:41])[CH:35]=3)[CH:16]=[CH:17][C:18]=2[C:19]([NH:21][C@H:22]([C:30]([O:32][CH3:33])=[O:31])[C@@H:23]([CH3:29])[O:24][C:25]([CH3:28])([CH3:27])[CH3:26])=[O:20])=[O:11])=[C:4]([CH3:42])[CH:3]=1.[CH2:43]([Sn](CCCC)(CCCC)CC=C)[CH2:44][CH2:45]C. (3) Given the product [C:1]([O:5][C@@H:6]([C:12]1[C:13]([CH3:44])=[N:14][C:15]([CH3:43])=[C:16]([C:26]2[CH:27]=[CH:28][C:29]([O:32][CH2:33][CH2:34][C:35]3[CH:40]=[CH:39][C:38]([F:41])=[C:37]([CH3:42])[CH:36]=3)=[CH:30][CH:31]=2)[C:17]=1[N:18]1[CH2:23][CH2:22][C:21]([CH3:25])([CH3:24])[CH2:20][CH2:19]1)[C:7]([OH:9])=[O:8])([CH3:4])([CH3:3])[CH3:2], predict the reactants needed to synthesize it. The reactants are: [C:1]([O:5][C@@H:6]([C:12]1[C:13]([CH3:44])=[N:14][C:15]([CH3:43])=[C:16]([C:26]2[CH:31]=[CH:30][C:29]([O:32][CH2:33][CH2:34][C:35]3[CH:40]=[CH:39][C:38]([F:41])=[C:37]([CH3:42])[CH:36]=3)=[CH:28][CH:27]=2)[C:17]=1[N:18]1[CH2:23][CH2:22][C:21]([CH3:25])([CH3:24])[CH2:20][CH2:19]1)[C:7]([O:9]CC)=[O:8])([CH3:4])([CH3:3])[CH3:2].[Li+].[OH-]. (4) The reactants are: C([O:8][C:9]1[CH:14]=[CH:13][C:12]([N:15]2[C:19]3=[N:20][CH:21]=[CH:22][CH:23]=[C:18]3[N:17]([CH:24]3[CH2:26][CH2:25]3)[C:16]2=[O:27])=[CH:11][CH:10]=1)C1C=CC=CC=1. Given the product [CH:24]1([N:17]2[C:18]3[C:19](=[N:20][CH:21]=[CH:22][CH:23]=3)[N:15]([C:12]3[CH:13]=[CH:14][C:9]([OH:8])=[CH:10][CH:11]=3)[C:16]2=[O:27])[CH2:26][CH2:25]1, predict the reactants needed to synthesize it. (5) Given the product [F:1][C:2]1[CH:7]=[CH:6][C:5]([N:8]2[CH2:9][CH2:10][N:11]([C:14]3[C:15]([N+:22]([O-:24])=[O:23])=[C:16]([O:21][CH:26]([CH3:28])[CH3:27])[N:17]=[C:18]([CH3:20])[N:19]=3)[CH2:12][CH2:13]2)=[CH:4][CH:3]=1, predict the reactants needed to synthesize it. The reactants are: [F:1][C:2]1[CH:7]=[CH:6][C:5]([N:8]2[CH2:13][CH2:12][N:11]([C:14]3[N:19]=[C:18]([CH3:20])[NH:17][C:16](=[O:21])[C:15]=3[N+:22]([O-:24])=[O:23])[CH2:10][CH2:9]2)=[CH:4][CH:3]=1.Br[CH:26]([CH3:28])[CH3:27].[I-].[K+].C(=O)([O-])[O-].[K+].[K+]. (6) Given the product [NH2:1][C:2]1[C:7]2[C:8]([C:11]3[CH:16]=[CH:15][C:14]([NH:17][C:18]([C:20]4[N:21]([CH3:29])[C:22]5[C:27]([CH:28]=4)=[CH:26][CH:25]=[CH:24][CH:23]=5)=[O:19])=[C:13]([O:30][CH3:31])[CH:12]=3)=[CH:9][S:10][C:6]=2[C:5]([NH2:32])=[CH:4][N:3]=1, predict the reactants needed to synthesize it. The reactants are: [NH2:1][C:2]1[C:7]2[C:8]([C:11]3[CH:16]=[CH:15][C:14]([NH:17][C:18]([C:20]4[N:21]([CH3:29])[C:22]5[C:27]([CH:28]=4)=[CH:26][CH:25]=[CH:24][CH:23]=5)=[O:19])=[C:13]([O:30][CH3:31])[CH:12]=3)=[CH:9][S:10][C:6]=2[C:5]([N:32]=C(C2C=CC=CC=2)C2C=CC=CC=2)=[CH:4][N:3]=1. (7) The reactants are: [CH2:1]([OH:11])[CH2:2][CH2:3][CH2:4][CH2:5][CH2:6][CH2:7][CH2:8][CH2:9][OH:10].[CH2:12]([CH:14]([CH2:18][CH2:19][CH2:20][CH3:21])[C:15](O)=[O:16])[CH3:13].C1CCC(N=C=NC2CCCCC2)CC1. Given the product [CH2:12]([CH:14]([CH2:18][CH2:19][CH2:20][CH3:21])[C:15]([O:11][CH2:1][CH2:2][CH2:3][CH2:4][CH2:5][CH2:6][CH2:7][CH2:8][CH2:9][OH:10])=[O:16])[CH3:13], predict the reactants needed to synthesize it. (8) Given the product [Cl:13][C:14]1[CH:19]=[C:18]2[C:17](=[CH:16][CH:15]=1)[NH:20][CH:2]=[C:3]2[CH2:4][CH2:5][CH2:6][C:7]([O:9][CH2:10][CH3:11])=[O:8], predict the reactants needed to synthesize it. The reactants are: O=[CH:2][CH2:3][CH2:4][CH2:5][CH2:6][C:7]([O:9][CH2:10][CH3:11])=[O:8].Cl.[Cl:13][C:14]1[CH:19]=[CH:18][C:17]([NH:20]N)=[CH:16][CH:15]=1.